This data is from Experimentally validated miRNA-target interactions with 360,000+ pairs, plus equal number of negative samples. The task is: Binary Classification. Given a miRNA mature sequence and a target amino acid sequence, predict their likelihood of interaction. (1) The miRNA is hsa-miR-6788-5p with sequence CUGGGAGAAGAGUGGUGAAGA. The protein sequence of the target gene is MKVHMLVGVLVMVGFTVGKVPVPDIRTCHFCLVEDPSVGCISGSEKCTISSSSLCMVITIYYDVKVRFIVRGCGQYISYRCQEKRNTYFAEYWYQAQCCQYDYCNSWSSPQLQSSLPEPHDRPLALPLSDSQIQWFYQALNLSLPLPNFHAGTEPDGLDPMVTLSLNLGLSFAELRRMYLFLNSSGLLVLPQAGLLTPHPS. Result: 1 (interaction). (2) The miRNA is hsa-miR-521 with sequence AACGCACUUCCCUUUAGAGUGU. The protein sequence of the target gene is MASASQGADDDGSRRKPRLAASLQISPQPRPWRPLPAQAQSAWGPAPAPATYRAEGGWPQVSVLRDSGPGAGAGVGELGAARAWENLGEQMGKAPRVPVPPAGLSLPLKDPPASQAVSLLTEYAASLGIFLLFREDQPPGPCFPFSVSAELDGVVCPAGTANSKTEAKQQAALSALCYIRSQLENPESPQTSSRPPLAPLSVENILTHEQRCAALVSAGFDLLLDERSPYWACKGTVAGVILEREIPRARGHVKEIYKLVALGTGSSCCAGWLEFSGQQLHDCHGLVIARRALLRFLFRQ.... Result: 0 (no interaction). (3) The miRNA is hsa-miR-4690-5p with sequence GAGCAGGCGAGGCUGGGCUGAA. The protein sequence of the target gene is MLASPATETTVLMSQTEADLALRPPPPLGTAGQPRLGPPPRRARRFSGKAEPRPRSSRLSRRSSVDLGLLSSWSLPASPAPDPPDPPDSAGPGPARSPPPSSKEPPEGTWTEGAPVKAAEDSARPELPDSAVGPGSREPLRVPEAVALERRREQEEKEDMETQAVATSPDGRYLKFDIEIGRGSFKTVYRGLDTDTTVEVAWCELQTRKLSRAERQRFSEEVEMLKGLQHPNIVRFYDSWKSVLRGQVCIVLVTELMTSGTLKTYLRRFREMKPRVLQRWSRQILRGLHFLHSRVPPILH.... Result: 0 (no interaction). (4) The miRNA is hsa-miR-4635 with sequence UCUUGAAGUCAGAACCCGCAA. The protein sequence of the target gene is MANQLRERHQSLKKKYRELIDGDPSLPPEKRKQANLAQLLRDSQDRNKHLGEEIKELQQRLGEVQGDNKLLRMTIAKQRLGDEAIGVRHFAAHEREDLVQQLERAKEQIESLEHDLQASVDELQDVKEERSSYQDKVERLNQELNHILSGHENRIIDVDALCMENRYLQERLKQLHEEVNLLKSNIAKYKNALERRKNSKGQGKSSSSALTGVLSAKQVQDLLSEDHGCSLPATPQSISDLKSLATALLETIHEKNMVIQHQRQTNKILGNRVAELEKKLRTLEVSGLWSLPGGKDTILF.... Result: 1 (interaction). (5) The miRNA is hsa-miR-4275 with sequence CCAAUUACCACUUCUUU. The protein sequence of the target gene is MVQSCSAYGCKNRYDKDKPVSFHKFPLTRPSLCKEWEAAVRRKNFKPTKYSSICSEHFTPDCFKRECNNKLLKENAVPTIFLCTEPHDKKEDLLEPQEQLPPPPLPPPVSQVDAAIGLLMPPLQTPVNLSVFCDHNYTVEDTMHQRKRIHQLEQQVEKLRKKLKTAQQRCRRQERQLEKLKEVVHFQKEKDDVSERGYVILPNDYFEIVEVPA. Result: 0 (no interaction). (6) The miRNA is hsa-miR-365b-3p with sequence UAAUGCCCCUAAAAAUCCUUAU. The protein sequence of the target gene is MSRLLGGTLERVCKAVLLLCLLHFLVAVILYFDVYAQHLAFFSRFSARGPAHALHPAASSSSSSSNCSRPNATASSSGLPEVPSALPGPTAPTLPPCPDSPPGLVGRLLIEFTSPMPLERVQRENPGVLMGGRYTPPDCTPAQTVAVIIPFRHREHHLRYWLHYLHPILRRQRLRYGVYVINQHGEDTFNRAKLLNVGFLEALKEDAAYDCFIFSDVDLVPMDDRNLYRCGDQPRHFAIAMDKFGFRLPYAGYFGGVSGLSKAQFLRINGFPNEYWGWGGEDDDIFNRISLTGMKISRPD.... Result: 0 (no interaction). (7) The miRNA is hsa-miR-147a with sequence GUGUGUGGAAAUGCUUCUGC. The protein sequence of the target gene is MPPKFKRHLNDDDVTGSVKSERRNLLEDDSDEEEDFFLRGPSGPRFGPRNDKIKHVQNQVDEVIDVMQENITKVIERGERLDELQDKSESLSDNATAFSNRSKQLRRQMWWRGCKIKAIMALVAAILLLVIIILIVMKYRT. Result: 1 (interaction).